Dataset: Forward reaction prediction with 1.9M reactions from USPTO patents (1976-2016). Task: Predict the product of the given reaction. (1) The product is: [Cl:1][C:2]1[CH:10]=[CH:9][C:8]2[N:7]([CH2:35][CH2:34][O:33][C:29]3[CH:30]=[CH:31][CH:32]=[CH:27][CH:28]=3)[C:6]3[CH2:11][CH2:12][N:13]([C:16]([O:18][C:19]([CH3:20])([CH3:22])[CH3:21])=[O:17])[CH2:14][CH2:15][C:5]=3[C:4]=2[C:3]=1[Cl:23]. Given the reactants [Cl:1][C:2]1[CH:10]=[CH:9][C:8]2[NH:7][C:6]3[CH2:11][CH2:12][N:13]([C:16]([O:18][C:19]([CH3:22])([CH3:21])[CH3:20])=[O:17])[CH2:14][CH2:15][C:5]=3[C:4]=2[C:3]=1[Cl:23].[H-].[Na+].Br[C:27]1[CH:28]=[C:29]([O:33][CH2:34][CH3:35])[CH:30]=[CH:31][CH:32]=1, predict the reaction product. (2) Given the reactants Br[C:2]1[C:3]([OH:10])=[N:4][C:5]([CH3:9])=[N:6][C:7]=1[CH3:8].[C:11]([Zn]C#N)#[N:12], predict the reaction product. The product is: [OH:10][C:3]1[C:2]([C:11]#[N:12])=[C:7]([CH3:8])[N:6]=[C:5]([CH3:9])[N:4]=1. (3) The product is: [O:2]=[CH:3][CH2:4][N:5]1[C:13]2[C:8](=[CH:9][CH:10]=[C:11]([NH:14][C:15](=[O:30])[CH2:16][C:17]3[CH:22]=[CH:21][C:20]([O:23][C:24]4[CH:25]=[CH:26][CH:27]=[CH:28][CH:29]=4)=[CH:19][CH:18]=3)[CH:12]=2)[CH:7]=[N:6]1. Given the reactants C[O:2][CH:3](OC)[CH2:4][N:5]1[C:13]2[C:8](=[CH:9][CH:10]=[C:11]([NH:14][C:15](=[O:30])[CH2:16][C:17]3[CH:22]=[CH:21][C:20]([O:23][C:24]4[CH:29]=[CH:28][CH:27]=[CH:26][CH:25]=4)=[CH:19][CH:18]=3)[CH:12]=2)[CH:7]=[N:6]1.Cl, predict the reaction product. (4) Given the reactants [CH3:1][O:2][C:3]1[CH:26]=[CH:25][C:6]([CH2:7][N:8]2[CH2:14][C:13]3[CH:15]=[CH:16][C:17]([C:19](OC(C)C)=[O:20])=[N:18][C:12]=3[O:11][CH2:10][CH2:9]2)=[CH:5][CH:4]=1.[NH2:27][OH:28].[OH-].[Na+].Cl, predict the reaction product. The product is: [OH:28][NH:27][C:19]([C:17]1[CH:16]=[CH:15][C:13]2[CH2:14][N:8]([CH2:7][C:6]3[CH:25]=[CH:26][C:3]([O:2][CH3:1])=[CH:4][CH:5]=3)[CH2:9][CH2:10][O:11][C:12]=2[N:18]=1)=[O:20]. (5) Given the reactants I[C:2]1[CH:3]=[CH:4][C:5]([N:8]2[CH2:12][CH2:11][C@@H:10]([OH:13])[CH2:9]2)=[N:6][CH:7]=1.[Cl:14][C:15]1[CH:20]=[CH:19][C:18]([C:21]2[CH:22]=[CH:23][C:24]([C:27]#[CH:28])=[N:25][CH:26]=2)=[CH:17][CH:16]=1, predict the reaction product. The product is: [Cl:14][C:15]1[CH:16]=[CH:17][C:18]([C:21]2[CH:22]=[CH:23][C:24]([C:27]#[C:28][C:2]3[CH:3]=[CH:4][C:5]([N:8]4[CH2:12][CH2:11][C@@H:10]([OH:13])[CH2:9]4)=[N:6][CH:7]=3)=[N:25][CH:26]=2)=[CH:19][CH:20]=1. (6) Given the reactants [Cl:1][C:2]1[C:10]2[N:9]=[C:8]([NH:11][C:12]3[CH:13]=[N:14][C:15]([N:19]([CH3:21])[CH3:20])=[CH:16][C:17]=3[CH3:18])[N:7]([CH2:22][CH:23](O)[CH3:24])[C:6]=2[C:5]([CH:26]([CH2:29][CH3:30])[CH2:27][CH3:28])=[CH:4][CH:3]=1.CS(Cl)(=O)=O.C(=O)(O)[O-].[Na+].C(=O)([O-])[O-].[K+].[K+], predict the reaction product. The product is: [Cl:1][C:2]1[C:10]2[N:9]=[C:8]3[N:11]([C:12]4[C:17]([CH3:18])=[CH:16][C:15]([N:19]([CH3:21])[CH3:20])=[N:14][CH:13]=4)[CH:23]([CH3:24])[CH2:22][N:7]3[C:6]=2[C:5]([CH:26]([CH2:29][CH3:30])[CH2:27][CH3:28])=[CH:4][CH:3]=1. (7) Given the reactants Br[C:2]1[CH:7]=[CH:6][C:5]([N:8]2[CH2:12][CH2:11][C@@H:10]3[CH2:13][N:14]([CH3:16])[CH2:15][C@H:9]23)=[CH:4][CH:3]=1.CC1(C)C(C)(C)OB([C:25]2[CH:26]=[N:27][N:28]([C:30]([C:43]3[CH:48]=[CH:47][CH:46]=[CH:45][CH:44]=3)([C:37]3[CH:42]=[CH:41][CH:40]=[CH:39][CH:38]=3)[C:31]3[CH:36]=[CH:35][CH:34]=[CH:33][CH:32]=3)[CH:29]=2)O1.C([C:52]1[CH:57]=[CH:56][C:55](B(O)O)=[CH:54][CH:53]=1)#N, predict the reaction product. The product is: [CH3:16][N:14]1[CH2:13][C@@H:10]2[C@@H:9]([N:8]([C:5]3[CH:6]=[CH:7][C:2]([C:52]4[CH:57]=[CH:56][C:55]([C:25]5[CH:26]=[N:27][N:28]([C:30]([C:31]6[CH:32]=[CH:33][CH:34]=[CH:35][CH:36]=6)([C:43]6[CH:48]=[CH:47][CH:46]=[CH:45][CH:44]=6)[C:37]6[CH:42]=[CH:41][CH:40]=[CH:39][CH:38]=6)[CH:29]=5)=[CH:54][CH:53]=4)=[CH:3][CH:4]=3)[CH2:12][CH2:11]2)[CH2:15]1. (8) Given the reactants [NH2:1][CH2:2][C:3]1[CH:8]=[C:7]([Cl:9])[CH:6]=[CH:5][C:4]=1[N:10]1[CH2:14][CH2:13][CH2:12][C:11]1=[O:15].ClC1C=CC(F)=C(C=1)C#N.N1CCCC1=O.[H-].[Na+], predict the reaction product. The product is: [Cl:9][C:7]1[CH:6]=[CH:5][C:4]([N:10]2[CH2:14][CH2:13][CH2:12][C:11]2=[O:15])=[C:3]([CH:8]=1)[C:2]#[N:1]. (9) Given the reactants F[C:2]1[CH:10]=[N:9][CH:8]=[CH:7][C:3]=1[C:4]([OH:6])=[O:5].[F:11][C:12]1[CH:13]=[C:14]([CH:17]=[CH:18][CH:19]=1)[CH2:15][NH2:16], predict the reaction product. The product is: [F:11][C:12]1[CH:13]=[C:14]([CH:17]=[CH:18][CH:19]=1)[CH2:15][NH:16][C:2]1[CH:10]=[N:9][CH:8]=[CH:7][C:3]=1[C:4]([OH:6])=[O:5]. (10) Given the reactants [Br:1][C:2]1[CH:3]=[N:4][C:5]([Cl:14])=[C:6]([CH:13]=1)[C:7](N(OC)C)=[O:8].BrC1C=NC([Cl:25])=C(C=1)C(O)=O.CN(C)C=O, predict the reaction product. The product is: [Br:1][C:2]1[CH:3]=[N:4][C:5]([Cl:14])=[C:6]([CH:13]=1)[C:7]([Cl:25])=[O:8].